Dataset: Forward reaction prediction with 1.9M reactions from USPTO patents (1976-2016). Task: Predict the product of the given reaction. (1) The product is: [NH3:4].[CH3:40][OH:43].[CH:21]1([C:24]2[C:29]([N:30]3[C:34]([CH:35]([CH3:37])[CH3:36])=[N:33][N:32]=[N:31]3)=[CH:28][C:27]([NH:38][C:3]3[N:8]=[C:7]([NH:9][CH:10]4[CH2:15][C:14]([CH3:17])([CH3:16])[NH:13][C:12]([CH3:19])([CH3:18])[CH2:11]4)[C:6]([F:20])=[CH:5][N:4]=3)=[C:26]([F:39])[CH:25]=2)[CH2:22][CH2:23]1. Given the reactants Cl.Cl[C:3]1[N:8]=[C:7]([NH:9][CH:10]2[CH2:15][C:14]([CH3:17])([CH3:16])[NH:13][C:12]([CH3:19])([CH3:18])[CH2:11]2)[C:6]([F:20])=[CH:5][N:4]=1.[CH:21]1([C:24]2[C:29]([N:30]3[C:34]([CH:35]([CH3:37])[CH3:36])=[N:33][N:32]=[N:31]3)=[CH:28][C:27]([NH2:38])=[C:26]([F:39])[CH:25]=2)[CH2:23][CH2:22]1.[CH:40]([OH:43])(C)C, predict the reaction product. (2) Given the reactants [NH2:1][C:2]1[C:7]([N+:8]([O-:10])=[O:9])=[C:6](Cl)[C:5]([Cl:12])=[CH:4][N:3]=1.[Cl:13][C:14]1[CH:26]=[CH:25][C:17]([CH2:18][N:19]2[CH2:24][CH2:23][NH:22][CH2:21][CH2:20]2)=[CH:16][CH:15]=1.C(N(C(C)C)CC)(C)C, predict the reaction product. The product is: [Cl:12][C:5]1[C:6]([N:22]2[CH2:21][CH2:20][N:19]([CH2:18][C:17]3[CH:25]=[CH:26][C:14]([Cl:13])=[CH:15][CH:16]=3)[CH2:24][CH2:23]2)=[C:7]([N+:8]([O-:10])=[O:9])[C:2]([NH2:1])=[N:3][CH:4]=1. (3) Given the reactants [Cl:1][C:2]1[CH:3]=[C:4]([NH:9][C:10]2[N:15]=[C:14]([NH:16][CH2:17][CH2:18][CH2:19][O:20][CH3:21])[C:13]([C:22](=[S:24])[NH2:23])=[CH:12][N:11]=2)[CH:5]=[CH:6][C:7]=1[F:8].Br[CH2:26][C:27](=O)[C:28]([O:30][CH3:31])=[O:29], predict the reaction product. The product is: [Cl:1][C:2]1[CH:3]=[C:4]([NH:9][C:10]2[N:15]=[C:14]([NH:16][CH2:17][CH2:18][CH2:19][O:20][CH3:21])[C:13]([C:22]3[S:24][CH:26]=[C:27]([C:28]([O:30][CH3:31])=[O:29])[N:23]=3)=[CH:12][N:11]=2)[CH:5]=[CH:6][C:7]=1[F:8].[C:4](#[N:9])[CH3:3].[OH2:20].[C:28]([O-:30])(=[O:29])[CH3:27].[NH4+:9]. (4) The product is: [C:26]([NH:30][C:15](=[O:16])[C:14]1[CH:18]=[CH:19][C:11]([C:9]([NH:8][C:5]2[CH:6]=[CH:7][C:2]([Cl:1])=[C:3]([C:20]3[CH:25]=[CH:24][CH:23]=[CH:22][N:21]=3)[CH:4]=2)=[O:10])=[CH:12][CH:13]=1)([CH3:29])([CH3:28])[CH3:27]. Given the reactants [Cl:1][C:2]1[CH:7]=[CH:6][C:5]([NH:8][C:9]([C:11]2[CH:19]=[CH:18][C:14]([C:15](O)=[O:16])=[CH:13][CH:12]=2)=[O:10])=[CH:4][C:3]=1[C:20]1[CH:25]=[CH:24][CH:23]=[CH:22][N:21]=1.[C:26]([NH2:30])([CH3:29])([CH3:28])[CH3:27], predict the reaction product.